From a dataset of Drug half-life prediction data from Obach et al.. Regression/Classification. Given a drug SMILES string, predict its absorption, distribution, metabolism, or excretion properties. Task type varies by dataset: regression for continuous measurements (e.g., permeability, clearance, half-life) or binary classification for categorical outcomes (e.g., BBB penetration, CYP inhibition). For this dataset (half_life_obach), we predict log10(half-life) (log10 of half-life in hours). The molecule is N=C(N)NCCC[C@H](NC(=O)[C@@H]1CCCN1C(=O)[C@@H]1CSSCCC(=O)N[C@@H](Cc2ccc(O)cc2)C(=O)N[C@@H](Cc2ccccc2)C(=O)N[C@@H](CCC(N)=O)C(=O)N[C@@H](CC(N)=O)C(=O)N1)C(=O)NCC(N)=O. The log10(half-life) is 0.480.